This data is from Full USPTO retrosynthesis dataset with 1.9M reactions from patents (1976-2016). The task is: Predict the reactants needed to synthesize the given product. (1) Given the product [CH:19]([O:22][C:23]1[CH:28]=[CH:27][C:26]([O:1][C:2]2[CH:3]=[C:4]3[C:9](=[CH:10][CH:11]=2)[CH:8]=[C:7]([C@:12]2([CH3:18])[CH2:16][O:15][C:14](=[O:17])[NH:13]2)[CH:6]=[CH:5]3)=[CH:25][CH:24]=1)([CH3:21])[CH3:20], predict the reactants needed to synthesize it. The reactants are: [OH:1][C:2]1[CH:3]=[C:4]2[C:9](=[CH:10][CH:11]=1)[CH:8]=[C:7]([C@:12]1([CH3:18])[CH2:16][O:15][C:14](=[O:17])[NH:13]1)[CH:6]=[CH:5]2.[CH:19]([O:22][C:23]1[CH:28]=[CH:27][C:26](B(O)O)=[CH:25][CH:24]=1)([CH3:21])[CH3:20].C(Cl)Cl.C(N(CC)CC)C. (2) The reactants are: [Br:1][C:2]1[CH:3]=[N:4][C:5]2[N:6]([N:8]=[C:9]([C:11]([OH:13])=O)[CH:10]=2)[CH:7]=1.[CH3:14][CH:15]1[C:24]2[C:19](=[CH:20][CH:21]=[CH:22][C:23]=2[N+:25]([O-:27])=[O:26])[CH2:18][CH2:17][NH:16]1. Given the product [Br:1][C:2]1[CH:3]=[N:4][C:5]2[N:6]([N:8]=[C:9]([C:11]([N:16]3[CH2:17][CH2:18][C:19]4[C:24](=[C:23]([N+:25]([O-:27])=[O:26])[CH:22]=[CH:21][CH:20]=4)[CH:15]3[CH3:14])=[O:13])[CH:10]=2)[CH:7]=1, predict the reactants needed to synthesize it. (3) Given the product [Br:21][C:18]1[CH:19]=[CH:20][C:15]([C:13]2[N:6]=[C:5]([C:4]3[CH:8]=[CH:9][CH:10]=[C:2]([Cl:1])[CH:3]=3)[NH:7][CH:12]=2)=[N:16][CH:17]=1, predict the reactants needed to synthesize it. The reactants are: [Cl:1][C:2]1[CH:3]=[C:4]([CH:8]=[CH:9][CH:10]=1)[C:5]([NH2:7])=[NH:6].Br[CH2:12][C:13]([C:15]1[CH:20]=[CH:19][C:18]([Br:21])=[CH:17][N:16]=1)=O. (4) Given the product [N+:18]([C:4]1[CH:5]=[CH:6][C:1]([C@H:7]([CH3:12])[CH2:8][C:9]([OH:11])=[O:10])=[CH:2][CH:3]=1)([O-:20])=[O:19], predict the reactants needed to synthesize it. The reactants are: [C:1]1([C@H:7]([CH3:12])[CH2:8][C:9]([OH:11])=[O:10])[CH:6]=[CH:5][CH:4]=[CH:3][CH:2]=1.S(=O)(=O)(O)O.[N+:18]([O-])([OH:20])=[O:19].